From a dataset of Peptide-MHC class I binding affinity with 185,985 pairs from IEDB/IMGT. Regression. Given a peptide amino acid sequence and an MHC pseudo amino acid sequence, predict their binding affinity value. This is MHC class I binding data. (1) The MHC is HLA-A02:03 with pseudo-sequence HLA-A02:03. The binding affinity (normalized) is 0.0847. The peptide sequence is FYLFTFTIY. (2) The peptide sequence is SLNITTLRAV. The MHC is HLA-A30:02 with pseudo-sequence HLA-A30:02. The binding affinity (normalized) is 0.312. (3) The MHC is HLA-B58:01 with pseudo-sequence HLA-B58:01. The binding affinity (normalized) is 0.0847. The peptide sequence is TLVPQEHYV.